Dataset: Full USPTO retrosynthesis dataset with 1.9M reactions from patents (1976-2016). Task: Predict the reactants needed to synthesize the given product. (1) Given the product [N:1]1([C:8]2[CH:17]=[C:16]([N:18]3[CH:22]=[CH:21][C:20]([C:23]([F:26])([F:24])[F:25])=[N:19]3)[C:15]3[C:10](=[CH:11][CH:12]=[CH:13][CH:14]=3)[N:9]=2)[CH2:6][CH2:5][O:4][CH2:3][CH2:2]1, predict the reactants needed to synthesize it. The reactants are: [NH:1]1[CH2:6][CH2:5][O:4][CH2:3][CH2:2]1.Cl[C:8]1[CH:17]=[C:16]([N:18]2[CH:22]=[CH:21][C:20]([C:23]([F:26])([F:25])[F:24])=[N:19]2)[C:15]2[C:10](=[CH:11][CH:12]=[CH:13][CH:14]=2)[N:9]=1. (2) Given the product [CH3:16][C:14]1[CH:15]=[C:10]([N:9]2[C:5]3[N:4]=[CH:1][NH:20][C:18](=[O:19])[C:6]=3[CH:7]=[N:8]2)[CH:11]=[C:12]([CH3:17])[CH:13]=1, predict the reactants needed to synthesize it. The reactants are: [CH:1](N)=O.[NH2:4][C:5]1[N:9]([C:10]2[CH:15]=[C:14]([CH3:16])[CH:13]=[C:12]([CH3:17])[CH:11]=2)[N:8]=[CH:7][C:6]=1[C:18]([NH2:20])=[O:19]. (3) Given the product [ClH:7].[C:11]1([C:14]2([CH2:19][C:20]([NH2:21])=[NH:1])[CH2:18][CH2:17][CH2:16][CH2:15]2)[CH:12]=[CH:13][CH:8]=[CH:9][CH:10]=1, predict the reactants needed to synthesize it. The reactants are: [NH4+:1].[Cl-].C[Al](C)C.[Cl:7][C:8]1[CH:13]=[CH:12][C:11]([C:14]2([CH2:19][C:20]#[N:21])[CH2:18][CH2:17][CH2:16][CH2:15]2)=[CH:10][CH:9]=1. (4) Given the product [C:1]([C:8]([NH2:15])([OH:14])[CH2:9][CH2:10][CH2:11][CH2:12][OH:13])([O:3][C:4]([CH3:6])([CH3:7])[CH3:5])=[O:2].[OH:18][C:17]([CH:19]([C:21]1[CH:34]=[CH:33][CH:32]=[C:23]([C:24]([C:26]2[CH:27]=[CH:28][CH:29]=[CH:30][CH:31]=2)=[O:25])[CH:22]=1)[CH3:20])=[O:16], predict the reactants needed to synthesize it. The reactants are: [C:1]([C:8]([NH2:15])([OH:14])[CH2:9][CH2:10][CH2:11][CH2:12][OH:13])([O:3][C:4]([CH3:7])([CH3:6])[CH3:5])=[O:2].[OH:16][C:17]([CH:19]([C:21]1[CH:34]=[CH:33][CH:32]=[C:23]([C:24]([C:26]2[CH:31]=[CH:30][CH:29]=[CH:28][CH:27]=2)=[O:25])[CH:22]=1)[CH3:20])=[O:18].CCN=C=NCCCN(C)C.Cl. (5) Given the product [N:17]1[CH:18]=[CH:19][CH:20]=[C:15]([O:14][CH2:13][C:10]2[CH:11]=[CH:12][C:7]([C:6]([NH:5][C@H:4]([C:3]([NH:34][OH:35])=[O:2])[CH2:28][CH2:29][S:30][CH3:31])=[O:27])=[C:8]([C:21]3[CH:26]=[CH:25][CH:24]=[CH:23][CH:22]=3)[CH:9]=2)[CH:16]=1, predict the reactants needed to synthesize it. The reactants are: C[O:2][C:3](=O)[C@H:4]([CH2:28][CH2:29][S:30][CH3:31])[NH:5][C:6](=[O:27])[C:7]1[CH:12]=[CH:11][C:10]([CH2:13][O:14][C:15]2[CH:16]=[N:17][CH:18]=[CH:19][CH:20]=2)=[CH:9][C:8]=1[C:21]1[CH:26]=[CH:25][CH:24]=[CH:23][CH:22]=1.Cl.[NH2:34][OH:35].C(=O)([O-])[O-].[K+].[K+].[OH-].[K+].